This data is from Catalyst prediction with 721,799 reactions and 888 catalyst types from USPTO. The task is: Predict which catalyst facilitates the given reaction. Reactant: [CH3:1][C:2]([CH3:29])([CH3:28])[CH2:3][N:4]1[C:12]2[C:7](=[C:8]([CH2:25][CH2:26][CH3:27])[C:9]([O:13][CH2:14][C:15]3[CH:20]=[CH:19][CH:18]=[C:17]([Sn](C)(C)C)[CH:16]=3)=[CH:10][CH:11]=2)[CH:6]=[CH:5]1.Br[C:31]1[N:36]=[C:35]([C:37]([O:39]C)=[O:38])[CH:34]=[CH:33][CH:32]=1. Product: [CH3:1][C:2]([CH3:29])([CH3:28])[CH2:3][N:4]1[C:12]2[C:7](=[C:8]([CH2:25][CH2:26][CH3:27])[C:9]([O:13][CH2:14][C:15]3[CH:16]=[C:17]([C:31]4[N:36]=[C:35]([C:37]([OH:39])=[O:38])[CH:34]=[CH:33][CH:32]=4)[CH:18]=[CH:19][CH:20]=3)=[CH:10][CH:11]=2)[CH:6]=[CH:5]1. The catalyst class is: 73.